The task is: Predict the reaction yield, written as a fraction of the theoretical maximum amount of product (1.0 means a 100% yield; for example, 0.34 means a 34% yield).. This data is from Reaction yield outcomes from USPTO patents with 853,638 reactions. (1) The reactants are [CH3:1][C:2]1[CH:3]=[C:4]([CH:9]=[C:10]([N+:12]([O-:14])=[O:13])[CH:11]=1)[C:5]([O:7]C)=[O:6].[OH-].[Na+]. The catalyst is CO.O1CCCC1. The product is [CH3:1][C:2]1[CH:3]=[C:4]([CH:9]=[C:10]([N+:12]([O-:14])=[O:13])[CH:11]=1)[C:5]([OH:7])=[O:6]. The yield is 0.940. (2) The reactants are [Cl:1][C:2]1[C:11]([O:12]C(C)C)=[C:10]2[C:5]([CH:6]=[CH:7][CH:8]=[N:9]2)=[C:4]([C:16]2[CH:17]=[N:18][CH:19]=[CH:20][CH:21]=2)[CH:3]=1.B(Cl)(Cl)Cl. No catalyst specified. The product is [Cl:1][C:2]1[C:11]([OH:12])=[C:10]2[C:5]([CH:6]=[CH:7][CH:8]=[N:9]2)=[C:4]([C:16]2[CH:17]=[N:18][CH:19]=[CH:20][CH:21]=2)[CH:3]=1. The yield is 0.940. (3) The reactants are [Br:1][CH2:2][CH2:3][CH2:4][NH2:5].[CH3:6][C:7]([O:10][C:11](O[C:11]([O:10][C:7]([CH3:9])([CH3:8])[CH3:6])=[O:12])=[O:12])([CH3:9])[CH3:8]. The catalyst is C(Cl)Cl. The product is [Br:1][CH2:2][CH2:3][CH2:4][NH:5][C:11](=[O:12])[O:10][C:7]([CH3:9])([CH3:8])[CH3:6]. The yield is 0.760. (4) The reactants are [F:1][C:2]1([F:17])[O:6][C:5]2[CH:7]=[CH:8][C:9]([C:11]3([C:14]([OH:16])=O)[CH2:13][CH2:12]3)=[CH:10][C:4]=2[O:3]1.S(Cl)(Cl)=O.[NH2:22][C:23]1[CH:24]=[C:25]2[C:29](=[CH:30][C:31]=1[F:32])[N:28]([CH2:33][C@@H:34]1[CH2:38][O:37][C:36]([CH3:40])([CH3:39])[O:35]1)[C:27]([C:41]([CH3:45])([CH3:44])[CH2:42][OH:43])=[CH:26]2.C(N(CC)CC)C. The catalyst is CN(C=O)C.ClCCl. The product is [F:17][C:2]1([F:1])[O:6][C:5]2[CH:7]=[CH:8][C:9]([C:11]3([C:14]([NH:22][C:23]4[CH:24]=[C:25]5[C:29](=[CH:30][C:31]=4[F:32])[N:28]([CH2:33][C@@H:34]4[CH2:38][O:37][C:36]([CH3:39])([CH3:40])[O:35]4)[C:27]([C:41]([CH3:45])([CH3:44])[CH2:42][OH:43])=[CH:26]5)=[O:16])[CH2:12][CH2:13]3)=[CH:10][C:4]=2[O:3]1. The yield is 1.00. (5) The reactants are Br[C:2]1[CH:3]=[C:4]([C:11]([CH3:20])([CH3:19])[CH2:12][C:13](=[O:18])[C:14]([F:17])([F:16])[F:15])[C:5]2[O:9][CH2:8][CH2:7][C:6]=2[CH:10]=1.[CH3:21][N:22](C=O)C. The catalyst is [Cl-].[NH4+].[C-]#N.[Zn+2].[C-]#N.C1C=CC([P]([Pd]([P](C2C=CC=CC=2)(C2C=CC=CC=2)C2C=CC=CC=2)([P](C2C=CC=CC=2)(C2C=CC=CC=2)C2C=CC=CC=2)[P](C2C=CC=CC=2)(C2C=CC=CC=2)C2C=CC=CC=2)(C2C=CC=CC=2)C2C=CC=CC=2)=CC=1. The product is [F:15][C:14]([F:17])([F:16])[C:13](=[O:18])[CH2:12][C:11]([C:4]1[C:5]2[O:9][CH2:8][CH2:7][C:6]=2[CH:10]=[C:2]([C:21]#[N:22])[CH:3]=1)([CH3:20])[CH3:19]. The yield is 0.600. (6) The reactants are [Cl:1][C:2]1[CH:3]=[CH:4][C:5]2[N:10]([C:11]3[CH:16]=[CH:15][CH:14]=[CH:13][C:12]=3[F:17])[S:9](=[O:19])(=[O:18])[CH2:8][CH2:7][C:6]=2[CH:20]=1.C[Si]([N-][Si](C)(C)C)(C)C.[Li+].[Br:31][CH2:32][CH2:33][CH2:34]Br. The catalyst is O1CCCC1. The product is [Br:31][CH2:32][CH2:33][CH2:34][CH:8]1[CH2:7][C:6]2[CH:20]=[C:2]([Cl:1])[CH:3]=[CH:4][C:5]=2[N:10]([C:11]2[CH:16]=[CH:15][CH:14]=[CH:13][C:12]=2[F:17])[S:9]1(=[O:18])=[O:19]. The yield is 0.500. (7) The catalyst is O. The product is [CH3:28][CH:23]1[N:24]([CH3:27])[CH2:25][CH2:26][N:21]2[N:20]=[C:19]([NH:18][C:16]3[C:15](=[O:30])[N:14]([CH3:31])[CH:13]=[C:12]([C:11]4[CH:10]=[CH:9][N:8]=[C:7]([N:32]5[CH2:44][CH2:43][N:35]6[C:36]7[CH2:37][CH2:38][CH2:39][CH2:40][C:41]=7[CH:42]=[C:34]6[C:33]5=[O:45])[C:6]=4[CH2:5][OH:4])[CH:17]=3)[CH:29]=[C:22]12. The yield is 0.430. The reactants are C([O:4][CH2:5][C:6]1[C:7]([N:32]2[CH2:44][CH2:43][N:35]3[C:36]4[CH2:37][CH2:38][CH2:39][CH2:40][C:41]=4[CH:42]=[C:34]3[C:33]2=[O:45])=[N:8][CH:9]=[CH:10][C:11]=1[C:12]1[CH:17]=[C:16]([NH:18][C:19]2[CH:29]=[C:22]3[CH:23]([CH3:28])[N:24]([CH3:27])[CH2:25][CH2:26][N:21]3[N:20]=2)[C:15](=[O:30])[N:14]([CH3:31])[CH:13]=1)(=O)C.[OH-].[Li+].C(O)(C)C.C1COCC1.